This data is from NCI-60 drug combinations with 297,098 pairs across 59 cell lines. The task is: Regression. Given two drug SMILES strings and cell line genomic features, predict the synergy score measuring deviation from expected non-interaction effect. (1) Drug 1: CC1C(C(CC(O1)OC2CC(CC3=C2C(=C4C(=C3O)C(=O)C5=C(C4=O)C(=CC=C5)OC)O)(C(=O)C)O)N)O.Cl. Drug 2: CN(C(=O)NC(C=O)C(C(C(CO)O)O)O)N=O. Cell line: EKVX. Synergy scores: CSS=-0.519, Synergy_ZIP=-2.01, Synergy_Bliss=-3.84, Synergy_Loewe=-3.26, Synergy_HSA=-3.35. (2) Drug 1: CC1=C2C(C(=O)C3(C(CC4C(C3C(C(C2(C)C)(CC1OC(=O)C(C(C5=CC=CC=C5)NC(=O)OC(C)(C)C)O)O)OC(=O)C6=CC=CC=C6)(CO4)OC(=O)C)OC)C)OC. Drug 2: CC1=C(N=C(N=C1N)C(CC(=O)N)NCC(C(=O)N)N)C(=O)NC(C(C2=CN=CN2)OC3C(C(C(C(O3)CO)O)O)OC4C(C(C(C(O4)CO)O)OC(=O)N)O)C(=O)NC(C)C(C(C)C(=O)NC(C(C)O)C(=O)NCCC5=NC(=CS5)C6=NC(=CS6)C(=O)NCCC[S+](C)C)O. Cell line: RPMI-8226. Synergy scores: CSS=79.3, Synergy_ZIP=4.60, Synergy_Bliss=4.26, Synergy_Loewe=-17.2, Synergy_HSA=4.11. (3) Drug 1: CS(=O)(=O)C1=CC(=C(C=C1)C(=O)NC2=CC(=C(C=C2)Cl)C3=CC=CC=N3)Cl. Drug 2: C1CC(C1)(C(=O)O)C(=O)O.[NH2-].[NH2-].[Pt+2]. Cell line: SK-MEL-28. Synergy scores: CSS=19.2, Synergy_ZIP=3.87, Synergy_Bliss=5.94, Synergy_Loewe=-4.22, Synergy_HSA=-0.243. (4) Drug 1: C1CC(C1)(C(=O)O)C(=O)O.[NH2-].[NH2-].[Pt+2]. Drug 2: C1=NC2=C(N=C(N=C2N1C3C(C(C(O3)CO)O)F)Cl)N. Synergy scores: CSS=-1.60, Synergy_ZIP=0.854, Synergy_Bliss=0.690, Synergy_Loewe=-6.46, Synergy_HSA=-4.80. Cell line: T-47D. (5) Drug 1: C1=CN(C(=O)N=C1N)C2C(C(C(O2)CO)O)(F)F. Drug 2: CN1C=C(C=N1)C2=C3N=C(C(=C(N3N=C2)N)Br)C4CCCNC4. Cell line: SK-OV-3. Synergy scores: CSS=83.0, Synergy_ZIP=32.4, Synergy_Bliss=30.8, Synergy_Loewe=23.3, Synergy_HSA=32.3.